From a dataset of TCR-epitope binding with 47,182 pairs between 192 epitopes and 23,139 TCRs. Binary Classification. Given a T-cell receptor sequence (or CDR3 region) and an epitope sequence, predict whether binding occurs between them. (1) The epitope is KTSVDCTMYI. The TCR CDR3 sequence is CASSQDLGTDTQYF. Result: 0 (the TCR does not bind to the epitope). (2) The epitope is LQPFPQPELPYPQPQ. The TCR CDR3 sequence is CASSLQGNTGELFF. Result: 0 (the TCR does not bind to the epitope). (3) Result: 0 (the TCR does not bind to the epitope). The TCR CDR3 sequence is CASSLWVAGGTDTQYF. The epitope is RAKFKQLL. (4) The epitope is ILGLPTQTV. The TCR CDR3 sequence is CASSEDRWGAAGRTEAFF. Result: 1 (the TCR binds to the epitope). (5) The TCR CDR3 sequence is CASSLGTSDYEQYF. The epitope is SSNVANYQK. Result: 0 (the TCR does not bind to the epitope). (6) The epitope is FPPTSFGPL. The TCR CDR3 sequence is CASSEGIYGYTF. Result: 0 (the TCR does not bind to the epitope). (7) The epitope is YLDAYNMMI. The TCR CDR3 sequence is CASRQGKEKLFF. Result: 1 (the TCR binds to the epitope). (8) The epitope is NLSALGIFST. Result: 1 (the TCR binds to the epitope). The TCR CDR3 sequence is CASSSPGQGGSETQYF.